This data is from Full USPTO retrosynthesis dataset with 1.9M reactions from patents (1976-2016). The task is: Predict the reactants needed to synthesize the given product. (1) Given the product [CH:14]1([NH:17][CH2:4][CH2:3][C@@H:2]([NH:6][C:7](=[O:13])[O:8][C:9]([CH3:12])([CH3:11])[CH3:10])[CH3:1])[CH2:16][CH2:15]1, predict the reactants needed to synthesize it. The reactants are: [CH3:1][C@H:2]([NH:6][C:7](=[O:13])[O:8][C:9]([CH3:12])([CH3:11])[CH3:10])[CH2:3][CH:4]=O.[CH:14]1([NH2:17])[CH2:16][CH2:15]1.C(O)(=O)C.C(O[BH-](OC(=O)C)OC(=O)C)(=O)C.[Na+]. (2) Given the product [CH2:1]([O:3][C:4]([C:6]1[CH:7]=[CH:8][C:9]2[N:10]([C:12]([CH2:15][C:17]3[CH:18]=[C:19]4[C:23](=[CH:24][C:25]=3[F:26])[N:22]([CH3:27])[N:21]=[CH:20]4)=[CH:13][N:14]=2)[N:11]=1)=[CH2:5])[CH3:2], predict the reactants needed to synthesize it. The reactants are: [CH2:1]([O:3][C:4]([C:6]1[CH:7]=[CH:8][C:9]2[N:10]([C:12]([CH:15]([C:17]3[CH:18]=[C:19]4[C:23](=[CH:24][C:25]=3[F:26])[N:22]([CH3:27])[N:21]=[CH:20]4)C)=[CH:13][N:14]=2)[N:11]=1)=[CH2:5])[CH3:2].ClC1C=CC2N(C(CC3C=C4C(=CC=3F)N(C)N=C4)=CN=2)N=1.